Dataset: Catalyst prediction with 721,799 reactions and 888 catalyst types from USPTO. Task: Predict which catalyst facilitates the given reaction. (1) Reactant: [Cl:1][C:2]1[CH:3]=[C:4]2[CH:10]=[C:9]([CH2:11]Cl)[N:8]([CH2:13][CH2:14][CH2:15][S:16]([CH2:19][CH3:20])(=[O:18])=[O:17])[C:5]2=[N:6][CH:7]=1.[NH:21]1[C:25]2=[CH:26][N:27]=[CH:28][CH:29]=[C:24]2[C:23]2([CH2:31][CH2:30]2)[C:22]1=[O:32].[H-].[Na+]. Product: [Cl:1][C:2]1[CH:3]=[C:4]2[CH:10]=[C:9]([CH2:11][N:21]3[C:25]4=[CH:26][N:27]=[CH:28][CH:29]=[C:24]4[C:23]4([CH2:30][CH2:31]4)[C:22]3=[O:32])[N:8]([CH2:13][CH2:14][CH2:15][S:16]([CH2:19][CH3:20])(=[O:18])=[O:17])[C:5]2=[N:6][CH:7]=1. The catalyst class is: 391. (2) Reactant: [OH-].[NH3+:2]N.Cl.[Br:5][C:6]1[N:11]=[C:10]([C:12]([NH2:14])=[NH:13])[CH:9]=[CH:8][C:7]=1[CH3:15].[C:16]1(=O)[CH2:21][CH2:20][CH2:19][CH2:18][C:17]1=O. Product: [Br:5][C:6]1[N:11]=[C:10]([C:12]2[N:14]=[N:2][C:16]3[CH2:21][CH2:20][CH2:19][CH2:18][C:17]=3[N:13]=2)[CH:9]=[CH:8][C:7]=1[CH3:15]. The catalyst class is: 8.